This data is from Forward reaction prediction with 1.9M reactions from USPTO patents (1976-2016). The task is: Predict the product of the given reaction. (1) The product is: [ClH:2].[CH2:25]([NH:24][CH2:23][C:4]1[C:3]([Cl:2])=[CH:8][C:7]([NH:9][C:10]([NH:12][C:13]2[CH:18]=[N:17][C:16]([C:19]#[N:20])=[CH:15][N:14]=2)=[O:11])=[C:6]([O:21][CH3:22])[CH:5]=1)[C:26]1[CH:31]=[CH:30][CH:29]=[CH:28][CH:27]=1. Given the reactants Cl.[Cl:2][C:3]1[C:4]([CH2:23][NH:24][CH2:25][C:26]2[CH:31]=[CH:30][C:29](F)=[CH:28][CH:27]=2)=[CH:5][C:6]([O:21][CH3:22])=[C:7]([NH:9][C:10]([NH:12][C:13]2[CH:18]=[N:17][C:16]([C:19]#[N:20])=[CH:15][N:14]=2)=[O:11])[CH:8]=1.CCCCC, predict the reaction product. (2) The product is: [O:4]1[C:5]2([CH2:10][CH2:9][C:8]([C:11]3[S:19][C:18]4[C:13](=[N:14][CH:15]=[CH:16][C:17]=4[O:20][C:21]4[CH:27]=[CH:26][C:24]([NH:25][C:43]([C:40]5[C:41](=[O:42])[N:36]([C:33]6[CH:34]=[CH:35][C:30]([F:29])=[CH:31][CH:32]=6)[N:37]=[CH:38][CH:39]=5)=[O:44])=[CH:23][C:22]=4[F:28])[CH:12]=3)=[CH:7][CH2:6]2)[O:1][CH2:2][CH2:3]1. Given the reactants [O:1]1[C:5]2([CH2:10][CH2:9][C:8]([C:11]3[S:19][C:18]4[C:13](=[N:14][CH:15]=[CH:16][C:17]=4[O:20][C:21]4[CH:27]=[CH:26][C:24]([NH2:25])=[CH:23][C:22]=4[F:28])[CH:12]=3)=[CH:7][CH2:6]2)[O:4][CH2:3][CH2:2]1.[F:29][C:30]1[CH:35]=[CH:34][C:33]([N:36]2[C:41](=[O:42])[C:40]([C:43](O)=[O:44])=[CH:39][CH:38]=[N:37]2)=[CH:32][CH:31]=1.Cl.C(N=C=NCCCN(C)C)C.N1(O)C2C=CC=CC=2N=N1.C(N(C(C)C)C(C)C)C, predict the reaction product. (3) Given the reactants Cl[C:2]([C:28]1[CH:32]=[CH:31][O:30][CH:29]=1)([C:22]1[N:26]([CH3:27])[CH:25]=[N:24][CH:23]=1)[C:3]1[CH:4]=[C:5]2[C:10](=[CH:11][CH:12]=1)[N:9]([CH3:13])[C:8](=[O:14])[CH:7]=[C:6]2[C:15]1[CH:20]=[CH:19][CH:18]=[C:17]([Cl:21])[CH:16]=1.CC(O)C.[NH3:37], predict the reaction product. The product is: [NH2:37][C:2]([C:28]1[CH:32]=[CH:31][O:30][CH:29]=1)([C:22]1[N:26]([CH3:27])[CH:25]=[N:24][CH:23]=1)[C:3]1[CH:4]=[C:5]2[C:10](=[CH:11][CH:12]=1)[N:9]([CH3:13])[C:8](=[O:14])[CH:7]=[C:6]2[C:15]1[CH:20]=[CH:19][CH:18]=[C:17]([Cl:21])[CH:16]=1. (4) Given the reactants [NH:1]1[CH2:6][CH2:5][S:4][CH2:3][CH2:2]1.[Br:7][C:8]1[CH:9]=[CH:10][C:11](I)=[N:12][CH:13]=1.CC1(C)C2C(=C(P(C3C=CC=CC=3)C3C=CC=CC=3)C=CC=2)OC2C(P(C3C=CC=CC=3)C3C=CC=CC=3)=CC=CC1=2.C(O[Na])(C)(C)C, predict the reaction product. The product is: [Br:7][C:8]1[CH:9]=[CH:10][C:11]([N:1]2[CH2:6][CH2:5][S:4][CH2:3][CH2:2]2)=[N:12][CH:13]=1.